This data is from Reaction yield outcomes from USPTO patents with 853,638 reactions. The task is: Predict the reaction yield, written as a fraction of the theoretical maximum amount of product (1.0 means a 100% yield; for example, 0.34 means a 34% yield). (1) The product is [Cl:5][C:6]1[N:7]=[C:8]([N:21]2[CH2:25][CH2:24][C:23]3([O:4][CH2:1][CH2:2][O:3]3)[CH2:22]2)[C:9]2[CH2:14][CH2:13][CH:12]([C:15]3[CH:20]=[CH:19][CH:18]=[CH:17][CH:16]=3)[C:10]=2[N:11]=1. The yield is 0.159. The reactants are [CH2:1]([OH:4])[CH2:2][OH:3].[Cl:5][C:6]1[N:7]=[C:8]([N:21]2[CH2:25][CH2:24][C:23](=O)[CH2:22]2)[C:9]2[CH2:14][CH2:13][CH:12]([C:15]3[CH:20]=[CH:19][CH:18]=[CH:17][CH:16]=3)[C:10]=2[N:11]=1.CC1C=CC(S(O)(=O)=O)=CC=1.O. The catalyst is C1C=CC=CC=1. (2) The reactants are [CH:1]([N:4]1[C:8]([C:9]2[CH2:14][N:13]([C:15]([O:17][C:18]([CH3:21])([CH3:20])[CH3:19])=[O:16])[CH2:12][CH2:11][C:10]=2[C:22](OCC)=[O:23])=[CH:7][CH:6]=[N:5]1)([CH3:3])[CH3:2].[H-].[H-].[H-].[H-].[Li+].[Al+3]. The catalyst is C1COCC1. The product is [OH:23][CH2:22][C:10]1[CH2:11][CH2:12][N:13]([C:15]([O:17][C:18]([CH3:20])([CH3:19])[CH3:21])=[O:16])[CH2:14][C:9]=1[C:8]1[N:4]([CH:1]([CH3:3])[CH3:2])[N:5]=[CH:6][CH:7]=1. The yield is 0.910. (3) The reactants are CON(C)[C:4]([C:6]1[CH:7]=[N:8][N:9]2[C:14]([CH3:16])([CH3:15])[CH2:13][CH:12]([C:17]3[CH:22]=[CH:21][CH:20]=[CH:19][CH:18]=3)[N:11]([CH2:23][C:24]3[CH:29]=[CH:28][CH:27]=[CH:26][CH:25]=3)[C:10]=12)=[O:5].[CH3:31][C:32]1[CH:40]=[CH:39][C:35]([CH2:36][Mg]Cl)=[CH:34][CH:33]=1. The catalyst is C1COCC1. The product is [CH2:23]([N:11]1[CH:12]([C:17]2[CH:18]=[CH:19][CH:20]=[CH:21][CH:22]=2)[CH2:13][C:14]([CH3:16])([CH3:15])[N:9]2[N:8]=[CH:7][C:6]([C:4](=[O:5])[CH2:31][C:32]3[CH:40]=[CH:39][C:35]([CH3:36])=[CH:34][CH:33]=3)=[C:10]12)[C:24]1[CH:29]=[CH:28][CH:27]=[CH:26][CH:25]=1. The yield is 0.890. (4) The reactants are [CH:1]1([CH2:6][C@H:7]([CH2:26][C:27](=[O:37])[NH:28][O:29][CH2:30][C:31]2[CH:36]=[CH:35][CH:34]=[CH:33][CH:32]=2)[C:8]([N:10]2[C@H:14]([C:15]([NH:17][C:18]3[CH:23]=[CH:22][CH:21]=[C:20]([CH2:24][CH3:25])[N:19]=3)=[O:16])[CH2:13][CH:12]=[N:11]2)=[O:9])[CH2:5][CH2:4][CH2:3][CH2:2]1.ClC1C=C(C(OO)=[O:46])C=CC=1. The catalyst is ClCCl. The product is [CH:1]1([CH2:6][C@H:7]([CH2:26][C:27](=[O:37])[NH:28][O:29][CH2:30][C:31]2[CH:32]=[CH:33][CH:34]=[CH:35][CH:36]=2)[C:8]([N:10]2[C@H:14]([C:15]([NH:17][C:18]3[CH:23]=[CH:22][CH:21]=[C:20]([CH2:24][CH3:25])[N+:19]=3[O-:46])=[O:16])[CH2:13][CH:12]=[N:11]2)=[O:9])[CH2:5][CH2:4][CH2:3][CH2:2]1. The yield is 0.500. (5) The reactants are Cl[C:2]1[N:6]([CH3:7])[N:5]=[CH:4][C:3]=1[N+:8]([O-:10])=[O:9].Cl.[F:12][C:13]1([F:19])[CH2:18][CH2:17][NH:16][CH2:15][CH2:14]1. No catalyst specified. The product is [F:12][C:13]1([F:19])[CH2:18][CH2:17][N:16]([C:2]2[N:6]([CH3:7])[N:5]=[CH:4][C:3]=2[N+:8]([O-:10])=[O:9])[CH2:15][CH2:14]1. The yield is 0.970. (6) The reactants are [F:1][C:2]1[CH:3]=[C:4]([C:10]2[C:11]([C:17]3[CH:22]=[CH:21][C:20]([O:23][CH3:24])=[CH:19][CH:18]=3)=[CH:12][C:13](=[O:16])[NH:14][N:15]=2)[CH:5]=[CH:6][C:7]=1[O:8][CH3:9].[Cl:25][C:26]1[CH:35]=[CH:34][C:29]([CH:30]=[CH:31][CH2:32]Cl)=[CH:28][CH:27]=1. No catalyst specified. The product is [Cl:25][C:26]1[CH:35]=[CH:34][C:29]([CH:30]=[CH:31][CH2:32][N:14]2[C:13](=[O:16])[CH:12]=[C:11]([C:17]3[CH:18]=[CH:19][C:20]([O:23][CH3:24])=[CH:21][CH:22]=3)[C:10]([C:4]3[CH:5]=[CH:6][C:7]([O:8][CH3:9])=[C:2]([F:1])[CH:3]=3)=[N:15]2)=[CH:28][CH:27]=1. The yield is 0.725.